Dataset: Full USPTO retrosynthesis dataset with 1.9M reactions from patents (1976-2016). Task: Predict the reactants needed to synthesize the given product. (1) Given the product [CH2:1]([O:5][C:6]1[CH:13]=[CH:12][CH:11]=[C:8](/[CH:9]=[CH:17]/[N+:14]([O-:16])=[O:15])[CH:7]=1)[CH2:2][CH2:3][CH3:4], predict the reactants needed to synthesize it. The reactants are: [CH2:1]([O:5][C:6]1[CH:7]=[C:8]([CH:11]=[CH:12][CH:13]=1)[CH:9]=O)[CH2:2][CH2:3][CH3:4].[N+:14]([CH3:17])([O-:16])=[O:15].C([O-])(=O)C.[NH4+]. (2) Given the product [F:37][C:18]([F:17])([F:36])[C:19]1[CH:24]=[C:23]([C:25]([F:28])([F:26])[F:27])[CH:22]=[CH:21][C:20]=1[C:29]1[CH:33]=[C:32]([CH2:34][N:7]2[CH:6]=[C:5]3[N:10]=[C:2]([Br:1])[N:3]=[C:4]3[CH:9]=[N:8]2)[O:31][N:30]=1, predict the reactants needed to synthesize it. The reactants are: [Br:1][C:2]1[N:10]=[C:5]2[CH:6]=[N:7][NH:8][CH:9]=[C:4]2[N:3]=1.C([O-])([O-])=O.[K+].[K+].[F:17][C:18]([F:37])([F:36])[C:19]1[CH:24]=[C:23]([C:25]([F:28])([F:27])[F:26])[CH:22]=[CH:21][C:20]=1[C:29]1[CH:33]=[C:32]([CH2:34]Cl)[O:31][N:30]=1.O. (3) Given the product [N+:36]([C:32]1[CH:31]=[C:30]([CH:25]2[CH2:24][CH:23]([OH:39])[C:22]3[C:27](=[CH:28][CH:29]=[C:20]([OH:19])[CH:21]=3)[O:26]2)[CH:35]=[CH:34][CH:33]=1)([O-:38])=[O:37], predict the reactants needed to synthesize it. The reactants are: C1(C2CC(O)C3C(=CC=C(O)C=3)O2)C=CC=CC=1.[OH:19][C:20]1[CH:21]=[C:22]2[C:27](=[CH:28][CH:29]=1)[O:26][CH:25]([C:30]1[CH:35]=[CH:34][CH:33]=[C:32]([N+:36]([O-:38])=[O:37])[CH:31]=1)[CH2:24][C:23]2=[O:39]. (4) Given the product [Br:1][C:2]1[CH:3]=[C:4]([C:9]2[N:10]=[C:11]3[CH:16]=[CH:15][CH:14]=[CH:13][N:12]3[C:17]=2[CH:21]=[O:22])[C:5]([Cl:25])=[N:6][CH:7]=1, predict the reactants needed to synthesize it. The reactants are: [Br:1][C:2]1[CH:3]=[C:4]([C:9]2[N:10]=[C:11]3[CH:16]=[CH:15][CH:14]=[CH:13][N:12]3[CH:17]=2)[C:5](O)=[N:6][CH:7]=1.CN([CH:21]=[O:22])C.O=P(Cl)(Cl)[Cl:25]. (5) Given the product [C:21]([C:25]1[CH:30]=[CH:29][C:28]([S:31]([NH:34][C:35]2[CH:40]=[C:39]([F:41])[C:38]([Cl:42])=[CH:37][C:36]=2[C:43]2[N:2]([CH3:1])[C:3]([C:5]3[N:6]=[CH:7][O:8][CH:9]=3)=[N:46][N:45]=2)(=[O:33])=[O:32])=[CH:27][CH:26]=1)([CH3:23])([CH3:24])[CH3:22], predict the reactants needed to synthesize it. The reactants are: [CH3:1][NH:2][C:3]([C:5]1[N:6]=[CH:7][O:8][CH:9]=1)=O.O=P(Cl)(Cl)Cl.N1C=CC=CC=1.[C:21]([C:25]1[CH:30]=[CH:29][C:28]([S:31]([NH:34][C:35]2[CH:40]=[C:39]([F:41])[C:38]([Cl:42])=[CH:37][C:36]=2[C:43]([NH:45][NH2:46])=O)(=[O:33])=[O:32])=[CH:27][CH:26]=1)([CH3:24])([CH3:23])[CH3:22].C(NC(C)C)(C)C.